Dataset: Catalyst prediction with 721,799 reactions and 888 catalyst types from USPTO. Task: Predict which catalyst facilitates the given reaction. (1) Reactant: [F:1][C:2]([C:11]([F:14])([F:13])[F:12])([C:7]([F:10])([F:9])[F:8])[CH:3]=[CH:4][CH2:5][OH:6].C(N(CC)CC)C.C(OCC)C.[C:27](Cl)(=[O:30])[CH:28]=[CH2:29]. Product: [C:27]([O:6][CH2:5][CH:4]=[CH:3][C:2]([F:1])([C:11]([F:12])([F:13])[F:14])[C:7]([F:9])([F:8])[F:10])(=[O:30])[CH:28]=[CH2:29]. The catalyst class is: 6. (2) Reactant: [Br:1][C:2]1[CH:7]=[CH:6][C:5]([C:8]2[CH2:9][CH2:10][CH2:11][CH2:12][N:13]=2)=[CH:4][CH:3]=1.[F:14][C:15]([F:21])([F:20])S(O)(=O)=O.F.[K].C[Si](C)(C)C(F)(F)F. Product: [Br:1][C:2]1[CH:3]=[CH:4][C:5]([C:8]2([C:15]([F:21])([F:20])[F:14])[CH2:9][CH2:10][CH2:11][CH2:12][NH:13]2)=[CH:6][CH:7]=1. The catalyst class is: 10. (3) Reactant: CS(C)=O.C(Cl)(=O)C(Cl)=O.[CH:11]([N:24]1[CH2:27][CH:26]([OH:28])[CH2:25]1)([C:18]1[CH:23]=[CH:22][CH:21]=[CH:20][CH:19]=1)[C:12]1[CH:17]=[CH:16][CH:15]=[CH:14][CH:13]=1.C(N(CC)CC)C. Product: [CH:11]([N:24]1[CH2:27][C:26](=[O:28])[CH2:25]1)([C:18]1[CH:23]=[CH:22][CH:21]=[CH:20][CH:19]=1)[C:12]1[CH:13]=[CH:14][CH:15]=[CH:16][CH:17]=1. The catalyst class is: 2. (4) Reactant: [Li]CCCC.CCCCCC.Br[C:13]1[CH:14]=[C:15]([CH:18]2[O:22][CH2:21][CH2:20][O:19]2)[S:16][CH:17]=1.[Cl:23][C:24]1[CH:25]=[C:26]([CH:29]=[CH:30][CH:31]=1)[CH:27]=[O:28]. Product: [Cl:23][C:24]1[CH:25]=[C:26]([CH:27]([C:13]2[CH:14]=[C:15]([CH:18]3[O:22][CH2:21][CH2:20][O:19]3)[S:16][CH:17]=2)[OH:28])[CH:29]=[CH:30][CH:31]=1. The catalyst class is: 1. (5) Reactant: [F:1][C:2]1[CH:3]=[C:4]([C@@H:8]([NH:13][CH2:14][C:15]2[CH:24]=[CH:23][C:22]3[CH2:21][CH2:20][CH2:19][NH:18][C:17]=3[N:16]=2)[CH2:9][C:10]([OH:12])=O)[CH:5]=[CH:6][CH:7]=1.[F:25][P-](F)(F)(F)(F)F.N1(O[P+](N(C)C)(N(C)C)N(C)C)[C:36]2[CH:37]=[CH:38][CH:39]=[CH:40][C:35]=2N=N1.C[N:53]1[CH2:58]COCC1.[C:59]([O:62][CH2:63][CH3:64])(=[O:61])[CH3:60]. Product: [CH2:63]([O:62][C:59](=[O:61])[CH2:60][C@@H:58]([C:35]1[CH:36]=[CH:37][CH:38]=[C:39]([F:25])[CH:40]=1)[NH:53][C:10](=[O:12])[CH2:9][C@@H:8]([C:4]1[CH:5]=[CH:6][CH:7]=[C:2]([F:1])[CH:3]=1)[NH:13][CH2:14][C:15]1[CH:24]=[CH:23][C:22]2[CH2:21][CH2:20][CH2:19][NH:18][C:17]=2[N:16]=1)[CH3:64]. The catalyst class is: 23. (6) Product: [Cl:1][C:2]1[CH:7]=[C:6]2[NH:8][C:9](=[O:41])[C:10]3([CH:15]([C:16]4[CH:21]=[C:20]([Cl:22])[CH:19]=[CH:18][C:17]=4[O:23][C:24]([C:27](=[O:28])[NH2:49])([CH2:25][CH3:26])[CH2:30][CH3:31])[CH2:14][C:13](=[O:32])[NH:12][CH:11]3[C:33]3[CH:38]=[C:37]([F:39])[CH:36]=[CH:35][C:34]=3[CH3:40])[C:5]2=[CH:4][CH:3]=1. Reactant: [Cl:1][C:2]1[CH:7]=[C:6]2[NH:8][C:9](=[O:41])[C:10]3([CH:15]([C:16]4[CH:21]=[C:20]([Cl:22])[CH:19]=[CH:18][C:17]=4[O:23][C:24]([CH2:30][CH3:31])([C:27](O)=[O:28])[CH2:25][CH3:26])[CH2:14][C:13](=[O:32])[NH:12][CH:11]3[C:33]3[CH:38]=[C:37]([F:39])[CH:36]=[CH:35][C:34]=3[CH3:40])[C:5]2=[CH:4][CH:3]=1.N.C1COCC1.C[N:49](C(ON1N=NC2C=CC=NC1=2)=[N+](C)C)C.F[P-](F)(F)(F)(F)F. The catalyst class is: 792.